This data is from Full USPTO retrosynthesis dataset with 1.9M reactions from patents (1976-2016). The task is: Predict the reactants needed to synthesize the given product. (1) Given the product [CH3:42][C:43]1[N:47]2[C:48](=[O:57])[N:49]([CH:51]3[CH2:56][CH2:55][N:54]([C:10](=[O:12])[CH:9]([NH:8][C:1](=[O:2])[O:3][C:4]([CH3:5])([CH3:6])[CH3:7])[C:23]4[CH:22]=[CH:21][CH:20]=[CH:19][CH:24]=4)[CH2:53][CH2:52]3)[CH2:50][C:46]2=[CH:45][N:44]=1, predict the reactants needed to synthesize it. The reactants are: [C:1]([N:8](C1C=CC=CC=1)[CH2:9][C:10]([OH:12])=O)([O:3][C:4]([CH3:7])([CH3:6])[CH3:5])=[O:2].[CH:19]1[CH:20]=[CH:21][C:22]2N(O)N=N[C:23]=2[CH:24]=1.CCN=C=NCCCN(C)C.Cl.Cl.[CH3:42][C:43]1[N:47]2[C:48](=[O:57])[N:49]([CH:51]3[CH2:56][CH2:55][NH:54][CH2:53][CH2:52]3)[CH2:50][C:46]2=[CH:45][N:44]=1. (2) Given the product [NH2:31][C:27]1[N:26]=[CH:25][N:24]=[C:23]2[C:28]=1[N:29]=[CH:30][N:22]2[C@H:14]1[C@@H:15]2[O:19][C:18]([CH3:20])([CH3:21])[O:17][C@@H:16]2[C@@H:12]([CH2:11][NH:10][C@H:2]2[CH2:5][C@H:4]([C:6]([O:8][CH3:9])=[O:7])[CH2:3]2)[O:13]1, predict the reactants needed to synthesize it. The reactants are: O=[C:2]1[CH2:5][CH:4]([C:6]([O:8][CH3:9])=[O:7])[CH2:3]1.[NH2:10][CH2:11][C@@H:12]1[C@H:16]2[O:17][C:18]([CH3:21])([CH3:20])[O:19][C@H:15]2[C@H:14]([N:22]2[CH:30]=[N:29][C:28]3[C:23]2=[N:24][CH:25]=[N:26][C:27]=3[NH2:31])[O:13]1.[BH3-]C#N.[Na+]. (3) Given the product [ClH:2].[Cl:2][C:3]1[CH:4]=[C:5]2[C:10](=[CH:11][CH:12]=1)[CH:9]=[C:8]([S:13]([N:16]1[CH2:17][CH2:18][N:19]([C:22]([C:24]3[S:25][C:26]4[CH2:27][NH:28][CH:29]([CH2:45][CH2:44][OH:43])[CH2:30][C:31]=4[N:32]=3)=[O:23])[CH2:20][CH2:21]1)(=[O:14])=[O:15])[CH:7]=[CH:6]2, predict the reactants needed to synthesize it. The reactants are: Cl.[Cl:2][C:3]1[CH:4]=[C:5]2[C:10](=[CH:11][CH:12]=1)[CH:9]=[C:8]([S:13]([N:16]1[CH2:21][CH2:20][N:19]([C:22]([C:24]3[S:25][C:26]4[CH2:27][NH:28][CH2:29][CH2:30][C:31]=4[N:32]=3)=[O:23])[CH2:18][CH2:17]1)(=[O:15])=[O:14])[CH:7]=[CH:6]2.C(N(CC)CC)C.ClC([O:43][CH2:44][CH3:45])=O.[BH4-].[Na+]. (4) Given the product [CH2:3]([N:10]1[CH2:15][CH2:14][CH:13]([OH:16])[CH:12]([CH2:17][CH2:18][CH3:19])[CH2:11]1)[C:4]1[CH:5]=[CH:6][CH:7]=[CH:8][CH:9]=1, predict the reactants needed to synthesize it. The reactants are: [BH4-].[Na+].[CH2:3]([N:10]1[CH2:15][CH2:14][C:13](=[O:16])[CH:12]([CH2:17][CH2:18][CH3:19])[CH2:11]1)[C:4]1[CH:9]=[CH:8][CH:7]=[CH:6][CH:5]=1.